Dataset: Forward reaction prediction with 1.9M reactions from USPTO patents (1976-2016). Task: Predict the product of the given reaction. The product is: [CH3:1][C:2]1[N:3]=[CH:4][C:5]([CH:8]([N:31]2[CH2:36][CH2:35][O:34][CH2:33][CH2:32]2)[CH2:9][NH:10][C:11]([C:13]2[C:14]([Cl:30])=[C:15]3[C:19](=[C:20]([O:22][CH2:23][CH2:24][OH:25])[CH:21]=2)[NH:18][CH:17]=[CH:16]3)=[O:12])=[CH:6][N:7]=1. Given the reactants [CH3:1][C:2]1[N:7]=[CH:6][C:5]([CH:8]([N:31]2[CH2:36][CH2:35][O:34][CH2:33][CH2:32]2)[CH2:9][NH:10][C:11]([C:13]2[C:14]([Cl:30])=[C:15]3[C:19](=[C:20]([O:22][CH2:23][CH2:24][O:25]C(C)(C)C)[CH:21]=2)[NH:18][CH:17]=[CH:16]3)=[O:12])=[CH:4][N:3]=1.C(O)(C(F)(F)F)=O, predict the reaction product.